From a dataset of Full USPTO retrosynthesis dataset with 1.9M reactions from patents (1976-2016). Predict the reactants needed to synthesize the given product. (1) Given the product [C:5]([C:8]1[N:9]=[C:10]([C:16]2[CH:21]=[C:20]([Cl:22])[CH:19]=[C:18]([Cl:23])[C:17]=2[Cl:24])[C:11]([NH2:15])=[N:12][C:13]=1[NH2:14])#[N:6], predict the reactants needed to synthesize it. The reactants are: [C-]#N.[Na+].[Cu][C:5]#[N:6].Br[C:8]1[N:9]=[C:10]([C:16]2[CH:21]=[C:20]([Cl:22])[CH:19]=[C:18]([Cl:23])[C:17]=2[Cl:24])[C:11]([NH2:15])=[N:12][C:13]=1[NH2:14]. (2) Given the product [CH2:10]([O:9][CH2:8][CH:5]1[CH2:6][CH2:7][C:2]([CH2:1][OH:32])([OH:17])[CH2:3][CH2:4]1)[C:11]1[CH:12]=[CH:13][CH:14]=[CH:15][CH:16]=1, predict the reactants needed to synthesize it. The reactants are: [CH2:1]=[C:2]1[CH2:7][CH2:6][CH:5]([CH2:8][O:9][CH2:10][C:11]2[CH:16]=[CH:15][CH:14]=[CH:13][CH:12]=2)[CH2:4][CH2:3]1.[OH2:17].C[N+]1([O-])CCOCC1.S([O-])([O-])=O.[Na+].[Na+].[OH2:32]. (3) Given the product [C:26]([O:25][C:23]([N:20]1[CH2:21][CH2:22][CH:17]([N:6]2[C:5](=[O:15])[C:4]3[C:8](=[CH:9][C:10]([N+:11]([O-:13])=[O:12])=[C:2]([NH2:1])[CH:3]=3)[C:7]2=[O:14])[CH2:18][CH2:19]1)=[O:24])([CH3:29])([CH3:27])[CH3:28], predict the reactants needed to synthesize it. The reactants are: [NH2:1][C:2]1[CH:3]=[C:4]2[C:8](=[CH:9][C:10]=1[N+:11]([O-:13])=[O:12])[C:7](=[O:14])[NH:6][C:5]2=[O:15].N[CH:17]1[CH2:22][CH2:21][N:20]([C:23]([O:25][C:26]([CH3:29])([CH3:28])[CH3:27])=[O:24])[CH2:19][CH2:18]1.N1C=CN=C1. (4) Given the product [F:29][C:25]1[CH:24]=[C:23]([C:20]2[CH:19]=[CH:18][C:17]([CH2:16][O:15][CH2:14][CH:11]3[C:12](=[O:13])[N:8]([CH:4]([CH:5]([CH3:6])[CH3:7])[C:3]([OH:31])=[O:2])[C:9](=[O:30])[NH:10]3)=[CH:22][CH:21]=2)[CH:28]=[CH:27][CH:26]=1, predict the reactants needed to synthesize it. The reactants are: C[O:2][C:3](=[O:31])[CH:4]([N:8]1[C:12](=[O:13])[CH:11]([CH2:14][O:15][CH2:16][C:17]2[CH:22]=[CH:21][C:20]([C:23]3[CH:28]=[CH:27][CH:26]=[C:25]([F:29])[CH:24]=3)=[CH:19][CH:18]=2)[NH:10][C:9]1=[O:30])[CH:5]([CH3:7])[CH3:6].Cl.